From a dataset of Full USPTO retrosynthesis dataset with 1.9M reactions from patents (1976-2016). Predict the reactants needed to synthesize the given product. (1) Given the product [Cl:30][C:2]1[N:3]=[C:4]2[CH:17]=[CH:16][C:15]3=[N:18][N:19]=[C:20]([C:21]4[CH:22]=[N:23][CH:24]=[CH:25][CH:26]=4)[N:14]3[C:5]2=[N:6][C:7]=1[C:8]1[CH:13]=[CH:12][CH:11]=[CH:10][CH:9]=1, predict the reactants needed to synthesize it. The reactants are: O[C:2]1[N:3]=[C:4]2[CH:17]=[CH:16][C:15]([NH:18][NH:19][C:20](=O)[C:21]3[CH:26]=[CH:25][CH:24]=[N:23][CH:22]=3)=[N:14][C:5]2=[N:6][C:7]=1[C:8]1[CH:13]=[CH:12][CH:11]=[CH:10][CH:9]=1.O=P(Cl)(Cl)[Cl:30]. (2) Given the product [Cl:25][C:24]1[C:23]([O:26][CH3:27])=[CH:22][C:21]([O:28][CH3:29])=[C:20]([Cl:30])[C:19]=1[NH:18][C:16](=[O:17])[N:15]([C:11]1[N:12]=[CH:13][N:14]=[C:9]([NH:8][C:3]2[CH:4]=[CH:5][CH:6]=[CH:7][C:2]=2[NH:1][C:47](=[O:50])[C:48]#[CH:49])[CH:10]=1)[CH3:31], predict the reactants needed to synthesize it. The reactants are: [NH2:1][C:2]1[CH:7]=[CH:6][CH:5]=[CH:4][C:3]=1[NH:8][C:9]1[N:14]=[CH:13][N:12]=[C:11]([N:15]([CH3:31])[C:16]([NH:18][C:19]2[C:24]([Cl:25])=[C:23]([O:26][CH3:27])[CH:22]=[C:21]([O:28][CH3:29])[C:20]=2[Cl:30])=[O:17])[CH:10]=1.C1CCC(N=C=NC2CCCCC2)CC1.[C:47](O)(=[O:50])[C:48]#[CH:49].O. (3) Given the product [C:37]1([CH3:46])[CH:42]=[CH:41][CH:40]=[CH:39][C:38]=1[C:4]1[CH:5]=[C:6]2[C:11](=[CH:12][CH:13]=1)[O:10][C:9](=[O:14])[CH:8]=[C:7]2[NH:15][CH:16]1[CH2:21][CH2:20][N:19]([CH2:22][CH:23]=[CH:24][C:25]2[CH:26]=[CH:27][CH:28]=[CH:29][CH:30]=2)[CH2:18][CH2:17]1, predict the reactants needed to synthesize it. The reactants are: N#N.Br[C:4]1[CH:5]=[C:6]2[C:11](=[CH:12][CH:13]=1)[O:10][C:9](=[O:14])[CH:8]=[C:7]2[NH:15][CH:16]1[CH2:21][CH2:20][N:19]([CH2:22][CH:23]=[CH:24][C:25]2[CH:30]=[CH:29][CH:28]=[CH:27][CH:26]=2)[CH2:18][CH2:17]1.C([O-])([O-])=O.[Cs+].[Cs+].[C:37]1([CH3:46])[CH:42]=[CH:41][CH:40]=[CH:39][C:38]=1OBO. (4) Given the product [CH3:1][O:2][C:3]1[CH:13]=[C:12]([N+:14]([O-:16])=[O:15])[CH:11]=[CH:10][C:4]=1[O:5][CH2:6][CH:7]([O:9][CH2:24][O:23][CH2:22][CH2:21][Si:18]([CH3:20])([CH3:19])[CH3:17])[CH3:8], predict the reactants needed to synthesize it. The reactants are: [CH3:1][O:2][C:3]1[CH:13]=[C:12]([N+:14]([O-:16])=[O:15])[CH:11]=[CH:10][C:4]=1[O:5][CH2:6][CH:7]([OH:9])[CH3:8].[CH3:17][Si:18]([CH2:21][CH2:22][O:23][CH2:24]Cl)([CH3:20])[CH3:19].CCN(C(C)C)C(C)C.N#N. (5) Given the product [F:8][C:6]1[CH:7]=[C:2]([F:1])[N:3]=[C:4]([O:9][C@H:10]2[CH2:11][CH2:14][O:13][CH2:12]2)[N:5]=1, predict the reactants needed to synthesize it. The reactants are: [F:1][C:2]1[CH:7]=[C:6]([F:8])[N:5]=[C:4]([O:9][CH2:10][C:11]2(C)[CH2:14][O:13][CH2:12]2)[N:3]=1.CC1(CO)COC1.FC1N=C(F)C=C(O[C@H]2CCOC2)N=1.